From a dataset of Full USPTO retrosynthesis dataset with 1.9M reactions from patents (1976-2016). Predict the reactants needed to synthesize the given product. (1) Given the product [C:1]1([NH:7][C:8]([N:10]2[C:18]3[C:13](=[CH:14][C:15]([NH:19][C:20]4[CH:25]=[CH:24][N:23]=[C:22]([NH:26][C:30]([N:29]([CH2:32][CH3:33])[CH2:27][CH3:28])=[O:36])[CH:21]=4)=[CH:16][CH:17]=3)[CH:12]=[CH:11]2)=[O:9])[CH:2]=[CH:3][CH:4]=[CH:5][CH:6]=1, predict the reactants needed to synthesize it. The reactants are: [C:1]1([NH:7][C:8]([N:10]2[C:18]3[C:13](=[CH:14][C:15]([NH:19][C:20]4[CH:25]=[CH:24][N:23]=[C:22]([NH2:26])[CH:21]=4)=[CH:16][CH:17]=3)[CH:12]=[CH:11]2)=[O:9])[CH:6]=[CH:5][CH:4]=[CH:3][CH:2]=1.[CH2:27]([N:29]([CH2:32][CH3:33])[CH2:30]C)[CH3:28].ClC(OC1C=CC=CC=1)=[O:36].C(NCC)C. (2) Given the product [CH2:43]([C:42]1[C:41]([CH3:45])=[N:40][C:39]([CH2:46][N:47]([CH3:49])[CH3:48])=[N:38][C:37]=1[N:23]1[CH2:22][C:21]2[CH:27]=[C:17]([C:15]3[CH:16]=[C:11]4[N:10]=[C:9]([CH3:8])[NH:28][C:12]4=[N:13][CH:14]=3)[CH:18]=[CH:19][C:20]=2[O:26][CH2:25][CH2:24]1)[CH3:44], predict the reactants needed to synthesize it. The reactants are: CC(CC(O)=O)=O.[CH3:8][C:9]1[N:10](C(OCC(C)C)=O)[C:11]2[C:12]([N:28]=1)=[N:13][CH:14]=[C:15]([C:17]1[CH:18]=[CH:19][C:20]3[O:26][CH2:25][CH2:24][NH:23][CH2:22][C:21]=3[CH:27]=1)[CH:16]=2.Cl[C:37]1[C:42]([CH2:43][CH3:44])=[C:41]([CH3:45])[N:40]=[C:39]([CH2:46][N:47]([CH3:49])[CH3:48])[N:38]=1. (3) The reactants are: C([O:7][C:8]1[CH:9]=[C:10]2[C:14](=[C:15]([O:17][C:18]3[CH:23]=[CH:22][C:21]([S:24]([CH3:27])(=[O:26])=[O:25])=[CH:20][CH:19]=3)[CH:16]=1)[N:13]([CH2:28][O:29][CH3:30])[N:12]=[C:11]2[NH:31][C:32]1[CH:36]=[CH:35][N:34]([CH3:37])[N:33]=1)(=O)C(C)(C)C.C(=O)([O-])[O-].[K+].[K+]. Given the product [CH3:30][O:29][CH2:28][N:13]1[C:14]2[C:10](=[CH:9][C:8]([OH:7])=[CH:16][C:15]=2[O:17][C:18]2[CH:19]=[CH:20][C:21]([S:24]([CH3:27])(=[O:26])=[O:25])=[CH:22][CH:23]=2)[C:11]([NH:31][C:32]2[CH:36]=[CH:35][N:34]([CH3:37])[N:33]=2)=[N:12]1, predict the reactants needed to synthesize it. (4) Given the product [CH3:16][C:11]1([CH3:15])[CH2:10][C:9](=[O:17])[N:8]([C:5]2[N:6]=[CH:7][C:2]([O:1][C:20](=[O:21])[N:19]([CH3:18])[C:23]3[CH:28]=[CH:27][CH:26]=[CH:25][CH:24]=3)=[CH:3][N:4]=2)[C:13](=[O:14])[CH2:12]1, predict the reactants needed to synthesize it. The reactants are: [OH:1][C:2]1[CH:3]=[N:4][C:5]([N:8]2[C:13](=[O:14])[CH2:12][C:11]([CH3:16])([CH3:15])[CH2:10][C:9]2=[O:17])=[N:6][CH:7]=1.[CH3:18][N:19]([C:23]1[CH:28]=[CH:27][CH:26]=[CH:25][CH:24]=1)[C:20](Cl)=[O:21].N12CCN(CC1)CC2. (5) Given the product [CH2:19]([O:18][C:16](=[O:17])[C:15](=[O:21])[CH2:14][S:10][C:8]1[NH:7][C:6]2[CH:11]=[CH:12][C:3]([CH3:22])=[CH:4][C:5]=2[N:9]=1)[CH3:20], predict the reactants needed to synthesize it. The reactants are: CO[C:3]1[CH:12]=[CH:11][C:6]2[N:7]=[C:8]([SH:10])[NH:9][C:5]=2[CH:4]=1.Br[CH2:14][C:15](=[O:21])[C:16]([O:18][CH2:19][CH3:20])=[O:17].[CH3:22]O. (6) Given the product [Cl:1][CH2:2][CH2:3][CH2:4][S:5]([O:8][CH2:9][C:10]([CH3:33])([CH3:32])[CH:11]([OH:22])[C:12]([O:14][CH2:15][C:16]1[CH:21]=[CH:20][CH:19]=[CH:18][CH:17]=1)=[O:13])(=[O:7])=[O:6], predict the reactants needed to synthesize it. The reactants are: [Cl:1][CH2:2][CH2:3][CH2:4][S:5]([O:8][CH2:9][C:10]([CH3:33])([CH3:32])[CH:11]([O:22]CC1C=CC(OC)=CC=1)[C:12]([O:14][CH2:15][C:16]1[CH:21]=[CH:20][CH:19]=[CH:18][CH:17]=1)=[O:13])(=[O:7])=[O:6].ClC1C(=O)C(C#N)=C(C#N)C(=O)C=1Cl.